Dataset: Reaction yield outcomes from USPTO patents with 853,638 reactions. Task: Predict the reaction yield, written as a fraction of the theoretical maximum amount of product (1.0 means a 100% yield; for example, 0.34 means a 34% yield). (1) The reactants are [C:1]1([C:11]2[CH:16]=[CH:15][CH:14]=[CH:13][CH:12]=2)[CH:6]=[CH:5][C:4]([CH2:7][C:8]([OH:10])=O)=[CH:3][CH:2]=1.CCN(C(C)C)C(C)C.C1CN([P+](ON2N=NC3C=CC=CC2=3)(N2CCCC2)N2CCCC2)CC1.F[P-](F)(F)(F)(F)F.[F:59][C:60]1[CH:61]=[C:62]([CH:65]=[CH:66][CH:67]=1)[CH2:63][NH2:64].Cl. The catalyst is CN(C=O)C.O. The product is [F:59][C:60]1[CH:61]=[C:62]([CH:65]=[CH:66][CH:67]=1)[CH2:63][NH:64][C:8](=[O:10])[CH2:7][C:4]1[CH:3]=[CH:2][C:1]([C:11]2[CH:16]=[CH:15][CH:14]=[CH:13][CH:12]=2)=[CH:6][CH:5]=1. The yield is 0.330. (2) The reactants are [CH3:1][O:2][C:3]1[CH:4]=[C:5]2[C:10](=[CH:11][C:12]=1[O:13][CH3:14])[N:9]=[CH:8][CH:7]=[C:6]2[O:15][C:16]1[CH:22]=[CH:21][C:19]([NH2:20])=[C:18]([CH3:23])[CH:17]=1.C(N(CC)CC)C.ClC(Cl)(O[C:35](=[O:41])OC(Cl)(Cl)Cl)Cl.[CH2:43]([N:45]([CH2:49][CH3:50])[CH2:46][CH2:47][NH2:48])[CH3:44]. The catalyst is C(Cl)(Cl)Cl.O. The product is [CH2:43]([N:45]([CH2:49][CH3:50])[CH2:46][CH2:47][NH:48][C:35]([NH:20][C:19]1[CH:21]=[CH:22][C:16]([O:15][C:6]2[C:5]3[C:10](=[CH:11][C:12]([O:13][CH3:14])=[C:3]([O:2][CH3:1])[CH:4]=3)[N:9]=[CH:8][CH:7]=2)=[CH:17][C:18]=1[CH3:23])=[O:41])[CH3:44]. The yield is 0.340. (3) The reactants are [Br:1][C:2]1[CH:3]=[C:4]2[C:8](=[CH:9][CH:10]=1)[NH:7][CH:6]=[CH:5]2.[CH2:11]=O.C[NH:14][CH3:15].CI.[C-]#N.[K+]. The catalyst is C(O)(=O)C.O.C1(C)C=CC=CC=1. The product is [Br:1][C:2]1[CH:3]=[C:4]2[C:8](=[CH:9][CH:10]=1)[NH:7][CH:6]=[C:5]2[CH2:11][C:15]#[N:14]. The yield is 0.780. (4) The reactants are [Si]([O:8][CH:9]([C:22]1[O:23][C:24]([C:27]2[CH:32]=[CH:31][C:30]([S:33]([NH2:36])(=[O:35])=[O:34])=[CH:29][CH:28]=2)=[CH:25][N:26]=1)[CH2:10][CH2:11][CH2:12][CH2:13][CH2:14][CH2:15][C:16]1[CH:21]=[CH:20][CH:19]=[CH:18][CH:17]=1)(C(C)(C)C)(C)C.[Si](OC(C1OC([Sn](CCCC)(CCCC)CCCC)=CN=1)CCCCCCC1C=CC=CC=1)(C(C)(C)C)(C)C.BrC1C=CC(S(N)(=O)=O)=CC=1. No catalyst specified. The product is [C:16]1([CH2:15][CH2:14][CH2:13][CH2:12][CH2:11][CH2:10][C:9]([C:22]2[O:23][C:24]([C:27]3[CH:32]=[CH:31][C:30]([S:33]([NH2:36])(=[O:35])=[O:34])=[CH:29][CH:28]=3)=[CH:25][N:26]=2)=[O:8])[CH:21]=[CH:20][CH:19]=[CH:18][CH:17]=1. The yield is 0.820.